Task: Predict the reactants needed to synthesize the given product.. Dataset: Full USPTO retrosynthesis dataset with 1.9M reactions from patents (1976-2016) (1) Given the product [CH2:1]([N:8]1[CH2:12][CH2:11][C@@H:10]([C:23]#[N:25])[CH2:9]1)[C:2]1[CH:7]=[CH:6][CH:5]=[CH:4][CH:3]=1, predict the reactants needed to synthesize it. The reactants are: [CH2:1]([N:8]1[CH2:12][CH2:11][C@H:10](OS(C)(=O)=O)[CH2:9]1)[C:2]1[CH:7]=[CH:6][CH:5]=[CH:4][CH:3]=1.C([O-])(O)=O.[Na+].[C:23](#[N:25])C. (2) The reactants are: [NH2:1][C:2]1[CH:7]=[CH:6][C:5]([S:8]([NH:11][C:12]([CH3:15])([CH3:14])[CH3:13])(=[O:10])=[O:9])=[CH:4][C:3]=1Br.[CH3:17][C:18]1([CH3:33])[CH2:23][CH2:22][C:21](B2OC(C)(C)C(C)(C)O2)=[CH:20][CH2:19]1.C([O-])([O-])=O.[Na+].[Na+]. Given the product [NH2:1][C:2]1[CH:7]=[CH:6][C:5]([S:8]([NH:11][C:12]([CH3:15])([CH3:14])[CH3:13])(=[O:10])=[O:9])=[CH:4][C:3]=1[C:21]1[CH2:22][CH2:23][C:18]([CH3:33])([CH3:17])[CH2:19][CH:20]=1, predict the reactants needed to synthesize it. (3) Given the product [ClH:31].[ClH:31].[NH2:22][CH:19]1[CH2:20][CH2:21][N:16]([CH2:15][C@@H:12]2[CH2:11][CH2:10][N:9]3[C:14]4[N:13]2[C:2](=[O:1])[CH:3]=[N:4][C:5]=4[CH:6]=[CH:7][C:8]3=[O:30])[CH2:17][CH2:18]1, predict the reactants needed to synthesize it. The reactants are: [O:1]=[C:2]1[N:13]2[C:14]3[N:9]([CH2:10][CH2:11][C@H:12]2[CH2:15][N:16]2[CH2:21][CH2:20][CH:19]([NH:22]C(=O)OC(C)(C)C)[CH2:18][CH2:17]2)[C:8](=[O:30])[CH:7]=[CH:6][C:5]=3[N:4]=[CH:3]1.[ClH:31].O1CCOCC1. (4) Given the product [CH2:11]([N:8]1[C:9]2[C:5](=[CH:4][C:3]([F:33])=[C:2]([NH:1][CH:34]3[CH2:38][CH2:37][CH2:36][CH2:35]3)[CH:10]=2)[C:6]([C:21]([NH:23][CH2:24][C:25]2[CH:30]=[CH:29][C:28]([F:31])=[C:27]([F:32])[CH:26]=2)=[O:22])=[C:7]1[CH:18]([CH3:19])[CH3:20])[C:12]1[CH:17]=[CH:16][CH:15]=[CH:14][CH:13]=1, predict the reactants needed to synthesize it. The reactants are: [NH2:1][C:2]1[CH:10]=[C:9]2[C:5]([C:6]([C:21]([NH:23][CH2:24][C:25]3[CH:30]=[CH:29][C:28]([F:31])=[C:27]([F:32])[CH:26]=3)=[O:22])=[C:7]([CH:18]([CH3:20])[CH3:19])[N:8]2[CH2:11][C:12]2[CH:17]=[CH:16][CH:15]=[CH:14][CH:13]=2)=[CH:4][C:3]=1[F:33].[C:34]1(=O)[CH2:38][CH2:37][CH2:36][CH2:35]1. (5) Given the product [Cl:10][C:11]1[CH:12]=[C:13]([CH:14]=[C:15]([C:17]([F:18])([F:19])[F:20])[CH:16]=1)[O:21][C:2]1[CH:9]=[CH:8][C:5]([CH:6]=[O:7])=[CH:4][N:3]=1, predict the reactants needed to synthesize it. The reactants are: F[C:2]1[CH:9]=[CH:8][C:5]([CH:6]=[O:7])=[CH:4][N:3]=1.[Cl:10][C:11]1[CH:12]=[C:13]([OH:21])[CH:14]=[C:15]([C:17]([F:20])([F:19])[F:18])[CH:16]=1. (6) Given the product [F:15][C:16]1[CH:17]=[C:18]([C:2]2[CH:3]=[C:4]([C:13]#[N:14])[C:5]3[C:10]([CH:11]=2)=[CH:9][CH:8]=[C:7]([OH:12])[CH:6]=3)[CH:19]=[CH:20][C:21]=1[O:22][CH3:23], predict the reactants needed to synthesize it. The reactants are: Br[C:2]1[CH:3]=[C:4]([C:13]#[N:14])[C:5]2[C:10]([CH:11]=1)=[CH:9][CH:8]=[C:7]([OH:12])[CH:6]=2.[F:15][C:16]1[CH:17]=[C:18](B(O)O)[CH:19]=[CH:20][C:21]=1[O:22][CH3:23]. (7) Given the product [NH2:1][C:2]1[C:10]([F:11])=[CH:9][C:8]([I:17])=[CH:7][C:3]=1[C:4]([OH:6])=[O:5], predict the reactants needed to synthesize it. The reactants are: [NH2:1][C:2]1[C:10]([F:11])=[CH:9][CH:8]=[CH:7][C:3]=1[C:4]([OH:6])=[O:5].C(=O)(O)[O-].[Na+].[I:17]I.S(=O)(O)[O-].[Na+]. (8) Given the product [NH2:20][C@@H:16]1[CH2:15][C:14]2=[CH:31][N:11]([CH:12]=[N:13]2)[CH2:10][CH2:9][CH2:8][CH2:7][O:6][CH2:5][C@H:4]([CH:1]([CH3:2])[CH3:3])[NH:18][C:17]1=[O:19], predict the reactants needed to synthesize it. The reactants are: [CH:1]([C@@H:4]1[NH:18][C:17](=[O:19])[C@H:16]([NH:20]C(=O)OCC2C=CC=CC=2)[CH2:15][C:14]2=[CH:31][N:11]([CH:12]=[N:13]2)[CH2:10][CH:9]=[CH:8][CH2:7][O:6][CH2:5]1)([CH3:3])[CH3:2].